The task is: Predict the product of the given reaction.. This data is from Forward reaction prediction with 1.9M reactions from USPTO patents (1976-2016). (1) The product is: [O:1]([C:8]1[C:9]([NH:21][C:22]2[S:26][N:25]=[C:24]([CH:27]3[CH2:32][CH2:31][N:30]([C:33](=[O:35])[CH3:34])[CH2:29][CH2:28]3)[N:23]=2)=[N:10][CH:11]=[C:12]([S:14][C:15]2[CH:20]=[CH:19][CH:18]=[CH:17][N:16]=2)[CH:13]=1)[C:2]1[CH:7]=[CH:6][CH:5]=[CH:4][CH:3]=1. Given the reactants [O:1]([C:8]1[C:9]([NH:21][C:22]2[S:26][N:25]=[C:24]([CH:27]3[CH2:32][CH2:31][NH:30][CH2:29][CH2:28]3)[N:23]=2)=[N:10][CH:11]=[C:12]([S:14][C:15]2[CH:20]=[CH:19][CH:18]=[CH:17][N:16]=2)[CH:13]=1)[C:2]1[CH:7]=[CH:6][CH:5]=[CH:4][CH:3]=1.[C:33](OC(=O)C)(=[O:35])[CH3:34].C1COCC1, predict the reaction product. (2) Given the reactants [NH2:1][C:2]1[O:3][CH2:4][C@@:5]2([N:32]=1)[C:18]1[C:17](Br)=[C:16]([O:20][CH2:21][C:22]([CH3:25])([OH:24])[CH3:23])[CH:15]=[CH:14][C:13]=1[O:12][C:11]1[C:6]2=[CH:7][C:8]([C:26]2[CH:27]=[N:28][CH:29]=[CH:30][CH:31]=2)=[CH:9][CH:10]=1.[CH3:33][Sn](C)(C)C, predict the reaction product. The product is: [NH2:1][C:2]1[O:3][CH2:4][C@@:5]2([N:32]=1)[C:18]1[C:17]([CH3:33])=[C:16]([O:20][CH2:21][C:22]([CH3:25])([OH:24])[CH3:23])[CH:15]=[CH:14][C:13]=1[O:12][C:11]1[C:6]2=[CH:7][C:8]([C:26]2[CH:27]=[N:28][CH:29]=[CH:30][CH:31]=2)=[CH:9][CH:10]=1. (3) Given the reactants Cl[C:2]1[CH:9]=[CH:8][C:5]([C:6]#[N:7])=[CH:4][N:3]=1.[CH2:10]([NH2:13])[CH2:11][NH2:12].C(=O)([O-])[O-].[K+].[K+], predict the reaction product. The product is: [NH2:12][CH2:11][CH2:10][NH:13][C:2]1[CH:9]=[CH:8][C:5]([C:6]#[N:7])=[CH:4][N:3]=1. (4) Given the reactants [F:1][C:2]1[CH:14]=[C:13](F)[C:12]([F:16])=[CH:11][C:3]=1[C:4]([NH:6][S:7]([CH3:10])(=[O:9])=[O:8])=[O:5].[CH3:17][C:18]([CH3:21])([O-:20])[CH3:19].[K+], predict the reaction product. The product is: [C:18]([O:20][C:13]1[C:12]([F:16])=[CH:11][C:3]([C:4]([NH:6][S:7]([CH3:10])(=[O:9])=[O:8])=[O:5])=[C:2]([F:1])[CH:14]=1)([CH3:21])([CH3:19])[CH3:17]. (5) Given the reactants [CH3:1][C:2]1[N:3]=[N:4][N:5]([CH2:7][C:8]2[CH:13]=[C:12]([C:14]([F:17])([F:16])[F:15])[CH:11]=[CH:10][C:9]=2/[CH:18]=[CH:19]/[C:20](O)=[O:21])[N:6]=1.[CH3:23][O:24][CH2:25][CH:26]1[CH2:31][CH2:30][NH:29][CH2:28][CH2:27]1, predict the reaction product. The product is: [CH3:23][O:24][CH2:25][CH:26]1[CH2:31][CH2:30][N:29]([C:20](=[O:21])/[CH:19]=[CH:18]/[C:9]2[CH:10]=[CH:11][C:12]([C:14]([F:16])([F:17])[F:15])=[CH:13][C:8]=2[CH2:7][N:5]2[N:4]=[N:3][C:2]([CH3:1])=[N:6]2)[CH2:28][CH2:27]1. (6) Given the reactants C([C:3](CC)([C:29]1[CH:34]=[CH:33][CH:32]=[CH:31][CH:30]=1)[CH:4]([P:25](=[O:28])([O-:27])[O-:26])[NH:5][S:6]([C:9]1[CH:24]=[CH:23][C:12]2[N:13]=[C:14]([S:16][CH2:17][CH2:18][CH2:19][CH2:20]CC)[S:15][C:11]=2[CH:10]=1)(=[O:8])=[O:7])C.C(C(CC)(C1C=CC=CC=1)C(P(=O)([O-])[O-])NS(C1C=CC2N=C(SCC3CCCCC3)SC=2C=1)(=O)=O)C, predict the reaction product. The product is: [CH2:17]([S:16][C:14]1[S:15][C:11]2[CH:10]=[C:9]([S:6]([NH:5][CH:4]([P:25](=[O:26])([OH:27])[OH:28])[CH2:3][C:29]3[CH:34]=[CH:33][CH:32]=[CH:31][CH:30]=3)(=[O:7])=[O:8])[CH:24]=[CH:23][C:12]=2[N:13]=1)[CH2:18][CH2:19][CH3:20]. (7) Given the reactants [O:1]=[C:2]1[CH2:10][C:9]2[C:4](=[CH:5][C:6]([C:11]([C:13]3[CH:14]=[C:15]([NH:19][C:20]([C:22]4[S:23][CH:24]=[CH:25][C:26]=4[CH3:27])=[O:21])[CH:16]=[CH:17][CH:18]=3)=[O:12])=[CH:7][CH:8]=2)[NH:3]1.[CH:28](OCC)=[O:29].[O-]CC.[Na+].Cl, predict the reaction product. The product is: [OH:29][CH:28]=[C:10]1[C:9]2[C:4](=[CH:5][C:6]([C:11]([C:13]3[CH:14]=[C:15]([NH:19][C:20]([C:22]4[S:23][CH:24]=[CH:25][C:26]=4[CH3:27])=[O:21])[CH:16]=[CH:17][CH:18]=3)=[O:12])=[CH:7][CH:8]=2)[NH:3][C:2]1=[O:1]. (8) Given the reactants C(O[C:4]([C:6]1[C:11]([NH:12][C:13]2[N:14]([CH3:19])[N:15]=[C:16]([CH3:18])[CH:17]=2)=[CH:10][CH:9]=[C:8]([CH3:20])[N:7]=1)=[O:5])C.[NH2:21][C:22]1[N:23]=[C:24]([CH3:27])[S:25][CH:26]=1, predict the reaction product. The product is: [CH3:27][C:24]1[S:25][CH:26]=[C:22]([NH:21][C:4]([C:6]2[C:11]([NH:12][C:13]3[N:14]([CH3:19])[N:15]=[C:16]([CH3:18])[CH:17]=3)=[CH:10][CH:9]=[C:8]([CH3:20])[N:7]=2)=[O:5])[N:23]=1.